Task: Predict which catalyst facilitates the given reaction.. Dataset: Catalyst prediction with 721,799 reactions and 888 catalyst types from USPTO (1) Reactant: Cl[C:2]1[C:11]2[C:6](=[CH:7][C:8]([O:14][CH3:15])=[C:9]([O:12][CH3:13])[CH:10]=2)[N:5]=[CH:4][CH:3]=1.[OH:16][C:17]1[CH:30]=[C:29]([O:31][CH2:32][CH2:33][CH2:34][CH2:35][CH2:36][CH2:37][CH2:38][CH3:39])[CH:28]=[CH:27][C:18]=1[C:19]([C:21]1[CH:26]=[CH:25][CH:24]=[CH:23][CH:22]=1)=[O:20]. The catalyst class is: 420. Product: [CH3:13][O:12][C:9]1[CH:10]=[C:11]2[C:6](=[CH:7][C:8]=1[O:14][CH3:15])[N:5]=[CH:4][CH:3]=[C:2]2[O:16][C:17]1[CH:30]=[C:29]([O:31][CH2:32][CH2:33][CH2:34][CH2:35][CH2:36][CH2:37][CH2:38][CH3:39])[CH:28]=[CH:27][C:18]=1[C:19]([C:21]1[CH:22]=[CH:23][CH:24]=[CH:25][CH:26]=1)=[O:20]. (2) Reactant: [OH:1][C:2]1[CH:9]=[CH:8][C:5]([CH:6]=O)=[CH:4][CH:3]=1.[C:10](O)(=O)CC(O)=O. Product: [CH:6]([C:5]1[CH:8]=[CH:9][C:2]([OH:1])=[CH:3][CH:4]=1)=[CH2:10]. The catalyst class is: 15. (3) Reactant: [OH:1][C:2]1[C:7]([CH2:8][C:9]([OH:11])=O)=[CH:6][N:5]=[C:4]([N:12]2[CH:16]=[CH:15][CH:14]=[N:13]2)[N:3]=1.[CH:17]1[CH:18]=[CH:19][C:20]2[N:25](O)N=N[C:21]=2[CH:22]=1.CCN=C=NCCCN(C)C.Cl.[Cl:39]NC1C=CC=CC=1. Product: [Cl:39][C:17]1[CH:18]=[CH:19][C:20]([NH:25][C:9](=[O:11])[CH2:8][C:7]2[C:2]([OH:1])=[N:3][C:4]([N:12]3[CH:16]=[CH:15][CH:14]=[N:13]3)=[N:5][CH:6]=2)=[CH:21][CH:22]=1. The catalyst class is: 18. (4) Reactant: [F:1][C:2]1[CH:21]=[CH:20][C:5]2[C:6]([C:9]3[CH:14]=[CH:13][CH:12]=[C:11]([O:15][CH2:16][C@H:17]4[CH2:19][O:18]4)[CH:10]=3)=[N:7][O:8][C:4]=2[CH:3]=1.[N:22]1([C:28]2[N:33]=[CH:32][CH:31]=[CH:30][N:29]=2)[CH2:27][CH2:26][NH:25][CH2:24][CH2:23]1. Product: [F:1][C:2]1[CH:21]=[CH:20][C:5]2[C:6]([C:9]3[CH:10]=[C:11]([CH:12]=[CH:13][CH:14]=3)[O:15][CH2:16][C@H:17]([OH:18])[CH2:19][N:25]3[CH2:26][CH2:27][N:22]([C:28]4[N:29]=[CH:30][CH:31]=[CH:32][N:33]=4)[CH2:23][CH2:24]3)=[N:7][O:8][C:4]=2[CH:3]=1. The catalyst class is: 68. (5) Reactant: [OH:1][C:2]1[CH:7]=[CH:6][CH:5]=[CH:4][C:3]=1[C:8](=[O:10])[CH3:9].[CH3:11][O:12][CH2:13]Cl.C(=O)([O-])[O-].[K+].[K+]. Product: [CH3:11][O:12][CH2:13][O:1][C:2]1[CH:7]=[CH:6][CH:5]=[CH:4][C:3]=1[C:8](=[O:10])[CH3:9]. The catalyst class is: 9. (6) Reactant: [Br:1][C:2]1[CH:11]=[CH:10][C:9]([CH:12]=[O:13])=[C:8]2[C:3]=1[CH:4]=[CH:5][CH:6]=[N:7]2.[BH4-].[Na+]. Product: [Br:1][C:2]1[CH:11]=[CH:10][C:9]([CH2:12][OH:13])=[C:8]2[C:3]=1[CH:4]=[CH:5][CH:6]=[N:7]2. The catalyst class is: 92.